Task: Predict the product of the given reaction.. Dataset: Forward reaction prediction with 1.9M reactions from USPTO patents (1976-2016) (1) Given the reactants [NH2:1][C:2]1[N:7]=[C:6](S(C)=O)[C:5]([C:11]#[N:12])=[C:4]([C:13]2[S:14][CH:15]=[CH:16][CH:17]=2)[N:3]=1.[NH2:18][CH2:19][CH2:20][N:21]1[CH2:26][CH2:25][O:24][CH2:23][CH2:22]1, predict the reaction product. The product is: [NH2:1][C:2]1[N:7]=[C:6]([NH:18][CH2:19][CH2:20][N:21]2[CH2:26][CH2:25][O:24][CH2:23][CH2:22]2)[C:5]([C:11]#[N:12])=[C:4]([C:13]2[S:14][CH:15]=[CH:16][CH:17]=2)[N:3]=1. (2) The product is: [Br:1][CH2:2][CH2:3][CH2:4][O:5][CH:7]1[CH2:8][CH2:9][CH2:10][CH2:11][O:6]1. Given the reactants [Br:1][CH2:2][CH2:3][CH2:4][OH:5].[O:6]1[CH:11]=[CH:10][CH2:9][CH2:8][CH2:7]1, predict the reaction product. (3) Given the reactants [Cl:1][C:2]1[CH:7]=[CH:6][C:5]([NH:8][C:9]([NH:11][C:12]2[CH:17]=[CH:16][CH:15]=[C:14]([Cl:18])[C:13]=2[Cl:19])=[O:10])=[C:4]([OH:20])[C:3]=1[S:21]([N:24]([CH2:29][CH2:30][O:31]C)[CH2:25][CH2:26][O:27]C)(=[O:23])=[O:22].[Br-].[Al+3].[Br-].[Br-], predict the reaction product. The product is: [Cl:1][C:2]1[CH:7]=[CH:6][C:5]([NH:8][C:9]([NH:11][C:12]2[CH:17]=[CH:16][CH:15]=[C:14]([Cl:18])[C:13]=2[Cl:19])=[O:10])=[C:4]([OH:20])[C:3]=1[S:21]([N:24]([CH2:29][CH2:30][OH:31])[CH2:25][CH2:26][OH:27])(=[O:23])=[O:22]. (4) Given the reactants [C:1]([O:5][C:6]([NH:8][CH:9]([CH:14]1[CH2:16][CH2:15]1)[CH2:10][C:11]([OH:13])=O)=[O:7])([CH3:4])([CH3:3])[CH3:2].CN(C(O[N:32]1N=[N:32][C:27]2[CH:28]=[CH:29][CH:29]=[CH:28][C:27]1=2)=[N+](C)C)C.F[P-](F)(F)(F)(F)F.C(N(CC)CC)C.C1(N)CC1, predict the reaction product. The product is: [CH:14]1([CH:9]([NH:8][C:6](=[O:7])[O:5][C:1]([CH3:2])([CH3:3])[CH3:4])[CH2:10][C:11]([NH:32][CH:27]2[CH2:29][CH2:28]2)=[O:13])[CH2:16][CH2:15]1. (5) The product is: [OH:2][CH2:3][C:5]12[CH2:10][CH2:9][C:8]([C:13]3[NH:21][C:20]4[C:19](=[O:22])[N:18]([CH2:23][CH2:24][CH3:25])[C:17](=[O:26])[N:16]([CH2:27][CH2:28][CH3:29])[C:15]=4[N:14]=3)([CH2:11][CH2:12]1)[CH2:7][CH2:6]2. Given the reactants C[O:2][C:3]([C:5]12[CH2:12][CH2:11][C:8]([C:13]3[NH:21][C:20]4[C:19](=[O:22])[N:18]([CH2:23][CH2:24][CH3:25])[C:17](=[O:26])[N:16]([CH2:27][CH2:28][CH3:29])[C:15]=4[N:14]=3)([CH2:9][CH2:10]1)[CH2:7][CH2:6]2)=O.[Li+].[BH4-].CO.Cl, predict the reaction product.